This data is from Forward reaction prediction with 1.9M reactions from USPTO patents (1976-2016). The task is: Predict the product of the given reaction. Given the reactants O1CCCCC1[O:7][NH:8][C:9]([C:11]1([S:20]([C:23]2[CH:28]=[CH:27][C:26]([C:29]3[CH:34]=[CH:33][C:32]([CH2:35][CH2:36][C:37]([F:43])([F:42])[C:38]([F:41])([F:40])[F:39])=[CH:31][CH:30]=3)=[CH:25][CH:24]=2)(=[O:22])=[O:21])[CH2:16][CH2:15][N:14]([CH:17]2[CH2:19][CH2:18]2)[CH2:13][CH2:12]1)=[O:10].C(O)C.[ClH:47], predict the reaction product. The product is: [ClH:47].[CH:17]1([N:14]2[CH2:13][CH2:12][C:11]([S:20]([C:23]3[CH:24]=[CH:25][C:26]([C:29]4[CH:34]=[CH:33][C:32]([CH2:35][CH2:36][C:37]([F:43])([F:42])[C:38]([F:39])([F:40])[F:41])=[CH:31][CH:30]=4)=[CH:27][CH:28]=3)(=[O:22])=[O:21])([C:9]([NH:8][OH:7])=[O:10])[CH2:16][CH2:15]2)[CH2:18][CH2:19]1.